Dataset: Forward reaction prediction with 1.9M reactions from USPTO patents (1976-2016). Task: Predict the product of the given reaction. (1) The product is: [O:29]=[C:27]1[CH2:21][CH2:20][C:19]([C:17]([O:16][CH2:14][CH3:15])=[O:18])([C:30]([O:32][CH2:33][CH3:34])=[O:31])[CH2:25][CH2:26]1. Given the reactants N1C=CC=CC=1.C(OC(=O)C)(=O)C.[CH2:14]([O:16][C:17]([C:19]([C:30]([O:32][CH2:33][CH3:34])=[O:31])([CH2:25][CH2:26][C:27]([OH:29])=O)[CH2:20][CH2:21]C(O)=O)=[O:18])[CH3:15].C(=O)([O-])[O-].[K+].[K+], predict the reaction product. (2) The product is: [NH:25]1[CH2:26][CH2:27][CH:22]([C:19]2[S:21][C:5]([C:6]([O:8][CH2:9][CH3:10])=[O:7])=[CH:4][N:20]=2)[CH2:23][CH2:24]1. Given the reactants C(O[CH:4]=[CH:5][C:6]([O:8][CH2:9][CH3:10])=[O:7])C.BrN1C(=O)CCC1=O.[C:19]([CH:22]1[CH2:27][CH2:26][N:25](C(OC(C)(C)C)=O)[CH2:24][CH2:23]1)(=[S:21])[NH2:20].[OH-].[NH4+], predict the reaction product. (3) The product is: [Cl:17][C:8]1[C:7]([CH2:13][CH:14]=[CH2:15])=[C:6]2[C:11](=[CH:10][CH:9]=1)[N:2]([CH3:1])[C:3](=[O:16])[CH:4]=[CH:5]2. Given the reactants [CH3:1][N:2]1[C:11]2[C:6](=[C:7]([CH2:13][CH:14]=[CH2:15])[C:8](C)=[CH:9][CH:10]=2)[CH2:5][CH2:4][C:3]1=[O:16].[Cl:17]C1C(CC=C)=C2C(=CC=1)NC(=O)C=C2, predict the reaction product. (4) Given the reactants Br[C:2]1[CH:3]=[C:4]2[C:9](=[CH:10][CH:11]=1)[NH:8][C:7](=[O:12])[C:6]([O:13][CH3:14])=[CH:5]2.[F:15][C:16]1[CH:21]=[CH:20][C:19](B(O)O)=[CH:18][CH:17]=1.C([O-])([O-])=O.[Na+].[Na+], predict the reaction product. The product is: [F:15][C:16]1[CH:21]=[CH:20][C:19]([C:2]2[CH:3]=[C:4]3[C:9](=[CH:10][CH:11]=2)[NH:8][C:7](=[O:12])[C:6]([O:13][CH3:14])=[CH:5]3)=[CH:18][CH:17]=1. (5) Given the reactants [C:1]([S:5]([C:8]1[CH:9]=[C:10]2[C:15](=[CH:16][C:17]=1[CH:18]=[CH2:19])[N:14]=[CH:13][N:12]=[C:11]2[NH:20][C:21]1[CH:22]=[CH:23][C:24]2[S:28][CH:27]=[N:26][C:25]=2[CH:29]=1)(=[O:7])=[O:6])([CH3:4])([CH3:3])[CH3:2], predict the reaction product. The product is: [C:1]([S:5]([C:8]1[CH:9]=[C:10]2[C:15](=[CH:16][C:17]=1[CH2:18][CH3:19])[N:14]=[CH:13][N:12]=[C:11]2[NH:20][C:21]1[CH:22]=[CH:23][C:24]2[S:28][CH:27]=[N:26][C:25]=2[CH:29]=1)(=[O:7])=[O:6])([CH3:2])([CH3:3])[CH3:4]. (6) Given the reactants [CH2:1]1C2NC(=CC=2)CC2NC(=CC=2)CC2NC(=CC=2)CC2NC1=CC=2.[C:25]([CH2:28][CH2:29][CH2:30][C:31]([OH:33])=[O:32])(=[O:27])[CH3:26].Cl, predict the reaction product. The product is: [CH3:1][O:32][C:31](=[O:33])[CH2:30][CH2:29][CH2:28][C:25](=[O:27])[CH3:26]. (7) Given the reactants [NH:1]1[CH2:6][CH2:5][CH2:4][CH2:3][C@H:2]1[C:7]([O:9][CH2:10][CH2:11][C:12]1[CH:17]=[CH:16][C:15]([O:18][CH3:19])=[C:14]([O:20][CH3:21])[CH:13]=1)=[O:8].CCN(C(C)C)C(C)C.CN(C(ON1N=NC2C=CC=NC1=2)=[N+](C)C)C.F[P-](F)(F)(F)(F)F.[OH:55][C@@:56]1([C:63](=[O:67])[C:64](O)=[O:65])[CH2:61][CH2:60][CH2:59][CH2:58][C@H:57]1[CH3:62], predict the reaction product. The product is: [OH:55][C@@:56]1([C:63](=[O:67])[C:64]([N:1]2[CH2:6][CH2:5][CH2:4][CH2:3][CH:2]2[C:7]([O:9][CH2:10][CH2:11][C:12]2[CH:17]=[CH:16][C:15]([O:18][CH3:19])=[C:14]([O:20][CH3:21])[CH:13]=2)=[O:8])=[O:65])[CH2:61][CH2:60][CH2:59][CH2:58][C@H:57]1[CH3:62]. (8) Given the reactants [CH2:1]([OH:19])[CH2:2][O:3][CH2:4][CH2:5][O:6][CH2:7][CH2:8][O:9][CH2:10][CH2:11][O:12][CH2:13][CH2:14][O:15][CH2:16][CH2:17][OH:18].[C:20]([O:24][C:25]([CH3:28])([CH3:27])[CH3:26])(=[O:23])[CH:21]=[CH2:22].[OH-].C([N+](C)(C)C)C1C=CC=CC=1, predict the reaction product. The product is: [OH:18][CH2:17][CH2:16][O:15][CH2:14][CH2:13][O:12][CH2:11][CH2:10][O:9][CH2:8][CH2:7][O:6][CH2:5][CH2:4][O:3][CH2:2][CH2:1][O:19][CH2:22][CH2:21][C:20]([O:24][C:25]([CH3:28])([CH3:27])[CH3:26])=[O:23]. (9) Given the reactants Br[C:2]1[CH:3]=[C:4]([C:21]2[C:22]([CH3:27])=[N:23][O:24][C:25]=2[CH3:26])[C:5]2[O:10][CH2:9][C@H:8]([C:11]3[CH:16]=[CH:15][CH:14]=[CH:13][N:12]=3)[N:7]3[C:17](=[O:20])[NH:18][C:19]=1[C:6]=23.[CH3:28][C:29]1(C)C(C)(C)OB(C=C)O1.ClCCl.C(=O)([O-])[O-].[K+].[K+], predict the reaction product. The product is: [CH3:27][C:22]1[C:21]([C:4]2[C:5]3[O:10][CH2:9][C@H:8]([C:11]4[CH:16]=[CH:15][CH:14]=[CH:13][N:12]=4)[N:7]4[C:17](=[O:20])[NH:18][C:19]([C:6]=34)=[C:2]([CH:28]=[CH2:29])[CH:3]=2)=[C:25]([CH3:26])[O:24][N:23]=1.